This data is from Peptide-MHC class I binding affinity with 185,985 pairs from IEDB/IMGT. The task is: Regression. Given a peptide amino acid sequence and an MHC pseudo amino acid sequence, predict their binding affinity value. This is MHC class I binding data. (1) The peptide sequence is WDAYIPHYV. The MHC is HLA-B14:02 with pseudo-sequence HLA-B14:02. The binding affinity (normalized) is 0.213. (2) The peptide sequence is MVRVLTVIKEY. The MHC is HLA-C14:02 with pseudo-sequence HLA-C14:02. The binding affinity (normalized) is 0.121. (3) The peptide sequence is FYWPVMNHK. The MHC is HLA-A24:02 with pseudo-sequence HLA-A24:02. The binding affinity (normalized) is 0.151.